Dataset: NCI-60 drug combinations with 297,098 pairs across 59 cell lines. Task: Regression. Given two drug SMILES strings and cell line genomic features, predict the synergy score measuring deviation from expected non-interaction effect. (1) Drug 1: CN1C(=O)N2C=NC(=C2N=N1)C(=O)N. Drug 2: CC=C1C(=O)NC(C(=O)OC2CC(=O)NC(C(=O)NC(CSSCCC=C2)C(=O)N1)C(C)C)C(C)C. Cell line: ACHN. Synergy scores: CSS=17.0, Synergy_ZIP=-2.27, Synergy_Bliss=1.44, Synergy_Loewe=-91.9, Synergy_HSA=-1.25. (2) Drug 1: C1=CC(=CC=C1CCCC(=O)O)N(CCCl)CCCl. Drug 2: B(C(CC(C)C)NC(=O)C(CC1=CC=CC=C1)NC(=O)C2=NC=CN=C2)(O)O. Cell line: RPMI-8226. Synergy scores: CSS=36.0, Synergy_ZIP=-10.8, Synergy_Bliss=-21.0, Synergy_Loewe=-19.7, Synergy_HSA=-19.0. (3) Drug 2: CCC1=CC2CC(C3=C(CN(C2)C1)C4=CC=CC=C4N3)(C5=C(C=C6C(=C5)C78CCN9C7C(C=CC9)(C(C(C8N6C)(C(=O)OC)O)OC(=O)C)CC)OC)C(=O)OC.C(C(C(=O)O)O)(C(=O)O)O. Synergy scores: CSS=77.4, Synergy_ZIP=21.1, Synergy_Bliss=20.2, Synergy_Loewe=-15.4, Synergy_HSA=18.4. Drug 1: CC1=C(C=C(C=C1)NC2=NC=CC(=N2)N(C)C3=CC4=NN(C(=C4C=C3)C)C)S(=O)(=O)N.Cl. Cell line: MDA-MB-435. (4) Drug 1: C1=NC2=C(N=C(N=C2N1C3C(C(C(O3)CO)O)F)Cl)N. Drug 2: CS(=O)(=O)CCNCC1=CC=C(O1)C2=CC3=C(C=C2)N=CN=C3NC4=CC(=C(C=C4)OCC5=CC(=CC=C5)F)Cl. Cell line: U251. Synergy scores: CSS=-0.0615, Synergy_ZIP=-0.793, Synergy_Bliss=-0.383, Synergy_Loewe=-4.53, Synergy_HSA=-4.02. (5) Drug 1: CCCCCOC(=O)NC1=NC(=O)N(C=C1F)C2C(C(C(O2)C)O)O. Drug 2: C1C(C(OC1N2C=NC3=C2NC=NCC3O)CO)O. Cell line: MALME-3M. Synergy scores: CSS=-1.78, Synergy_ZIP=0.00629, Synergy_Bliss=-0.633, Synergy_Loewe=-2.57, Synergy_HSA=-3.06. (6) Drug 1: CNC(=O)C1=CC=CC=C1SC2=CC3=C(C=C2)C(=NN3)C=CC4=CC=CC=N4. Drug 2: CC1CCC2CC(C(=CC=CC=CC(CC(C(=O)C(C(C(=CC(C(=O)CC(OC(=O)C3CCCCN3C(=O)C(=O)C1(O2)O)C(C)CC4CCC(C(C4)OC)O)C)C)O)OC)C)C)C)OC. Cell line: A498. Synergy scores: CSS=32.3, Synergy_ZIP=-1.69, Synergy_Bliss=5.59, Synergy_Loewe=-1.27, Synergy_HSA=8.25. (7) Drug 1: C1=NC2=C(N=C(N=C2N1C3C(C(C(O3)CO)O)O)F)N. Drug 2: B(C(CC(C)C)NC(=O)C(CC1=CC=CC=C1)NC(=O)C2=NC=CN=C2)(O)O. Cell line: HCC-2998. Synergy scores: CSS=52.6, Synergy_ZIP=2.69, Synergy_Bliss=7.32, Synergy_Loewe=-11.9, Synergy_HSA=1.26. (8) Drug 1: CS(=O)(=O)CCNCC1=CC=C(O1)C2=CC3=C(C=C2)N=CN=C3NC4=CC(=C(C=C4)OCC5=CC(=CC=C5)F)Cl. Drug 2: CC1CCCC2(C(O2)CC(NC(=O)CC(C(C(=O)C(C1O)C)(C)C)O)C(=CC3=CSC(=N3)C)C)C. Cell line: HOP-62. Synergy scores: CSS=45.3, Synergy_ZIP=-0.166, Synergy_Bliss=1.64, Synergy_Loewe=-2.44, Synergy_HSA=3.47. (9) Drug 1: CC1=C(C=C(C=C1)NC(=O)C2=CC=C(C=C2)CN3CCN(CC3)C)NC4=NC=CC(=N4)C5=CN=CC=C5. Drug 2: CCCCC(=O)OCC(=O)C1(CC(C2=C(C1)C(=C3C(=C2O)C(=O)C4=C(C3=O)C=CC=C4OC)O)OC5CC(C(C(O5)C)O)NC(=O)C(F)(F)F)O. Cell line: SR. Synergy scores: CSS=53.0, Synergy_ZIP=-0.210, Synergy_Bliss=0.275, Synergy_Loewe=-12.7, Synergy_HSA=2.03.